From a dataset of Peptide-MHC class II binding affinity with 134,281 pairs from IEDB. Regression. Given a peptide amino acid sequence and an MHC pseudo amino acid sequence, predict their binding affinity value. This is MHC class II binding data. The peptide sequence is EYLNKIQNSLSTEWS. The MHC is HLA-DPA10103-DPB10401 with pseudo-sequence HLA-DPA10103-DPB10401. The binding affinity (normalized) is 0.268.